This data is from Full USPTO retrosynthesis dataset with 1.9M reactions from patents (1976-2016). The task is: Predict the reactants needed to synthesize the given product. (1) Given the product [NH2:17][C:16]1[C:3]2[CH:4]=[N:5][C:6]3[CH:7]=[C:8]([O:14][CH3:15])[C:9]([O:12][CH3:13])=[CH:10][C:11]=3[C:2]=2[S:1][C:19]=1[C:20](=[O:22])[CH3:21], predict the reactants needed to synthesize it. The reactants are: [SH:1][C:2]1[C:11]2[C:6](=[CH:7][C:8]([O:14][CH3:15])=[C:9]([O:12][CH3:13])[CH:10]=2)[N:5]=[CH:4][C:3]=1[C:16]#[N:17].Cl[CH2:19][C:20](=[O:22])[CH3:21].[OH-].[Na+]. (2) The reactants are: [Br:1][C:2]1[CH:3]=[C:4]([CH3:11])[C:5]([C:8]([OH:10])=[O:9])=[N:6][CH:7]=1.[CH3:12][C:13](OC(OC(O[C:13]([CH3:15])([CH3:14])[CH3:12])=O)=O)([CH3:15])[CH3:14]. Given the product [C:13]([O:9][C:8]([C:5]1[C:4]([CH3:11])=[CH:3][C:2]([Br:1])=[CH:7][N:6]=1)=[O:10])([CH3:15])([CH3:14])[CH3:12], predict the reactants needed to synthesize it. (3) Given the product [C:1]([N:14]1[CH2:17][CH:16]([N:18]([CH3:26])[C:19](=[O:25])[O:20][C:21]([CH3:24])([CH3:23])[CH3:22])[CH2:15]1)(=[O:36])[CH3:2], predict the reactants needed to synthesize it. The reactants are: [CH:1]([N:14]1[CH2:17][CH:16]([N:18]([CH3:26])[C:19](=[O:25])[O:20][C:21]([CH3:24])([CH3:23])[CH3:22])[CH2:15]1)(C1C=CC=CC=1)[C:2]1C=CC=CC=1.C(N(CC)CC)C.C(Cl)(=[O:36])C. (4) Given the product [CH3:11][O:10][C:3]1[CH:4]=[CH:5][C:6]([C:8]#[N:9])=[N:7][C:2]=1[CH:13]=[CH2:14], predict the reactants needed to synthesize it. The reactants are: Br[C:2]1[N:7]=[C:6]([C:8]#[N:9])[CH:5]=[CH:4][C:3]=1[O:10][CH3:11].[B-](F)(F)(F)[CH:13]=[CH2:14].[K+].C1(P(C2CCCCC2)C2CCCCC2)CCCCC1.P([O-])([O-])([O-])=O.[K+].[K+].[K+]. (5) Given the product [CH3:21][O:20][N:19]([CH3:18])[C:7]([C:3]1[CH:4]=[N:5][O:6][C:2]=1[CH3:1])=[O:9], predict the reactants needed to synthesize it. The reactants are: [CH3:1][C:2]1[O:6][N:5]=[CH:4][C:3]=1[C:7]([OH:9])=O.C(N(CC)CC)C.Cl.[CH3:18][NH:19][O:20][CH3:21].C(P1(=O)OP(CCC)(=O)OP(CCC)(=O)O1)CC.C(=O)(O)[O-].[Na+]. (6) Given the product [Cl:15][C:4]1[C:5]2[CH:10]=[CH:9][CH:8]=[CH:7][C:6]=2[S:2](=[O:12])(=[O:1])[N:3]=1, predict the reactants needed to synthesize it. The reactants are: [O:1]=[S:2]1(=[O:12])[C:6]2[CH:7]=[CH:8][CH:9]=[CH:10][C:5]=2[C:4](=O)[NH:3]1.S(Cl)([Cl:15])=O. (7) Given the product [CH2:49]([N:18]([C:16]1[C:15]([O:27][C:28]2[CH:33]=[CH:32][CH:31]=[C:30]([O:34][CH2:35][CH2:36][CH3:37])[CH:29]=2)=[CH:14][C:13]2[N:9]([CH3:8])[C:10](=[O:39])[N:11]([CH3:38])[C:12]=2[CH:17]=1)[S:19]([C:22]1[N:23]=[CH:24][N:25]([CH2:45][CH:44]=[CH2:43])[CH:26]=1)(=[O:20])=[O:21])[CH:48]=[CH2:47], predict the reactants needed to synthesize it. The reactants are: FC(F)(F)C(O)=O.[CH3:8][N:9]1[C:13]2[CH:14]=[C:15]([O:27][C:28]3[CH:33]=[CH:32][CH:31]=[C:30]([O:34][CH2:35][CH2:36][CH3:37])[CH:29]=3)[C:16]([NH:18][S:19]([C:22]3[N:23]=[CH:24][NH:25][CH:26]=3)(=[O:21])=[O:20])=[CH:17][C:12]=2[N:11]([CH3:38])[C:10]1=[O:39].N1[CH:45]=[CH:44][CH:43]=CC=1.Br[CH2:47][CH:48]=[CH2:49]. (8) Given the product [CH3:1][O:2][C:3]1[CH:4]=[CH:5][C:6]2[NH:12][C:11](=[O:13])[N:10]([CH:14]3[CH2:19][CH2:18][N:17]([C:22]4[CH:27]=[CH:26][N:25]=[C:24]([C:28]([OH:30])=[O:29])[CH:23]=4)[CH2:16][CH2:15]3)[CH2:9][CH2:8][C:7]=2[CH:20]=1, predict the reactants needed to synthesize it. The reactants are: [CH3:1][O:2][C:3]1[CH:4]=[CH:5][C:6]2[NH:12][C:11](=[O:13])[N:10]([CH:14]3[CH2:19][CH2:18][NH:17][CH2:16][CH2:15]3)[CH2:9][CH2:8][C:7]=2[CH:20]=1.Br[C:22]1[CH:27]=[CH:26][N:25]=[C:24]([C:28]([OH:30])=[O:29])[CH:23]=1.C(O)=O. (9) Given the product [CH3:24][S:21]([C:10]1[CH:11]=[C:12]([C:15]2[CH:16]=[CH:17][N:18]=[CH:19][CH:20]=2)[CH:13]=[CH:14][C:9]=1[NH2:8])(=[O:23])=[O:22], predict the reactants needed to synthesize it. The reactants are: C([NH:8][C:9]1[CH:14]=[CH:13][C:12]([C:15]2[CH:20]=[CH:19][N:18]=[CH:17][CH:16]=2)=[CH:11][C:10]=1[S:21]([CH3:24])(=[O:23])=[O:22])C1C=CC=CC=1.Cl.